From a dataset of Forward reaction prediction with 1.9M reactions from USPTO patents (1976-2016). Predict the product of the given reaction. Given the reactants Cl[C:2]1[C:11]2[C:6](=[CH:7][C:8]([O:17][CH3:18])=[C:9]([O:12][CH2:13][CH2:14][O:15][CH3:16])[CH:10]=2)[N:5]=[C:4]([C:19]2[CH:24]=[CH:23][CH:22]=[C:21]([N+:25]([O-:27])=[O:26])[CH:20]=2)[N:3]=1.[NH2:28][C:29]1[CH:30]=[C:31]2[C:35](=[CH:36][CH:37]=1)[N:34]([C:38]([O-:40])=[O:39])[N:33]=[CH:32]2, predict the reaction product. The product is: [CH3:18][O:17][C:8]1[CH:7]=[C:6]2[C:11]([C:2]([NH:28][C:29]3[CH:30]=[C:31]4[C:35](=[CH:36][CH:37]=3)[N:34]([C:38]([O:40][CH2:11][CH2:6][CH2:7][CH3:8])=[O:39])[N:33]=[CH:32]4)=[N:3][C:4]([C:19]3[CH:24]=[CH:23][CH:22]=[C:21]([N+:25]([O-:27])=[O:26])[CH:20]=3)=[N:5]2)=[CH:10][C:9]=1[O:12][CH2:13][CH2:14][O:15][CH3:16].